From a dataset of hERG Central: cardiac toxicity at 1µM, 10µM, and general inhibition. Predict hERG channel inhibition at various concentrations. (1) The molecule is COc1ccc(-c2cc(C)no2)cc1S(=O)(=O)N1CCN(c2ccccn2)CC1. Results: hERG_inhib (hERG inhibition (general)): blocker. (2) The compound is CCOC(=O)c1ccccc1NC(=O)c1ccc(NS(C)(=O)=O)cc1. Results: hERG_inhib (hERG inhibition (general)): blocker.